This data is from Forward reaction prediction with 1.9M reactions from USPTO patents (1976-2016). The task is: Predict the product of the given reaction. (1) Given the reactants CCN(C(C)C)C(C)C.[F:10][C:11]1[CH:12]=[C:13]([C:17]2[NH:21][N:20]=[C:19]([C:22]([OH:24])=O)[CH:18]=2)[CH:14]=[CH:15][CH:16]=1.C1(C2NN=C(C(O)=O)C=2)C=CC=CC=1.FC1C=C(C(=O)C)C=CC=1.C1C=CC2N(O)N=NC=2C=1.CCN=C=NCCCN(C)C.Cl.Cl.[NH2:72][CH2:73][C:74]([N:76]1[CH2:81][CH2:80][CH:79]([O:82][C:83]2[CH:88]=[CH:87][CH:86]=[C:85]([C:89]([F:92])([F:91])[F:90])[CH:84]=2)[CH2:78][CH2:77]1)=[O:75], predict the reaction product. The product is: [O:75]=[C:74]([N:76]1[CH2:77][CH2:78][CH:79]([O:82][C:83]2[CH:88]=[CH:87][CH:86]=[C:85]([C:89]([F:92])([F:90])[F:91])[CH:84]=2)[CH2:80][CH2:81]1)[CH2:73][NH:72][C:22]([C:19]1[CH:18]=[C:17]([C:13]2[CH:14]=[CH:15][CH:16]=[C:11]([F:10])[CH:12]=2)[NH:21][N:20]=1)=[O:24]. (2) Given the reactants C(OC([C:8]1([NH2:14])[CH2:13][CH2:12][NH:11][CH2:10][CH2:9]1)=O)(C)(C)C.[CH3:15][O:16][CH2:17][C:18](Cl)=[O:19], predict the reaction product. The product is: [NH2:14][CH:8]1[CH2:9][CH2:10][N:11]([C:18](=[O:19])[CH2:17][O:16][CH3:15])[CH2:12][CH2:13]1. (3) Given the reactants [CH2:1]([O:8][C:9]1[C:14]([CH:15]([C:17]2[CH:22]=[CH:21][C:20]([O:23][CH3:24])=[CH:19][CH:18]=2)[OH:16])=[CH:13][CH:12]=[CH:11][N:10]=1)[C:2]1[CH:7]=[CH:6][CH:5]=[CH:4][CH:3]=1.[C:25](OC(=O)C)(=[O:27])[CH3:26].C(OC(C1C(OCC2C=CC=CC=2)=NC(C)=CC=1)C1C=CC(CC)=CC=1)(=O)C, predict the reaction product. The product is: [C:25]([O:16][CH:15]([C:14]1[C:9]([O:8][CH2:1][C:2]2[CH:3]=[CH:4][CH:5]=[CH:6][CH:7]=2)=[N:10][CH:11]=[CH:12][CH:13]=1)[C:17]1[CH:18]=[CH:19][C:20]([O:23][CH3:24])=[CH:21][CH:22]=1)(=[O:27])[CH3:26]. (4) Given the reactants [C:1]([C:3]1[C:12]([NH:13][CH:14]([CH3:16])[CH3:15])=[CH:11][C:6]([C:7]([O:9][CH3:10])=[O:8])=[C:5]([CH3:17])[CH:4]=1)#[N:2].OO.C(=O)([O-])[O-:21].[K+].[K+], predict the reaction product. The product is: [NH2:2][C:1]([C:3]1[C:12]([NH:13][CH:14]([CH3:15])[CH3:16])=[CH:11][C:6]([C:7]([O:9][CH3:10])=[O:8])=[C:5]([CH3:17])[CH:4]=1)=[O:21].